This data is from Reaction yield outcomes from USPTO patents with 853,638 reactions. The task is: Predict the reaction yield, written as a fraction of the theoretical maximum amount of product (1.0 means a 100% yield; for example, 0.34 means a 34% yield). (1) The catalyst is C(#N)C. The product is [CH2:12]([C:14]1[CH:15]=[C:16]([NH:17][CH:23]([C:6]2[CH:7]=[N:8][C:3]([O:2][CH3:1])=[CH:4][CH:5]=2)[C:24]([OH:26])=[O:25])[CH:18]=[CH:19][CH:20]=1)[CH3:13]. The yield is 0.708. The reactants are [CH3:1][O:2][C:3]1[N:8]=[CH:7][C:6](B(O)O)=[CH:5][CH:4]=1.[CH2:12]([C:14]1[CH:15]=[C:16]([CH:18]=[CH:19][CH:20]=1)[NH2:17])[CH3:13].O.O=[CH:23][C:24]([OH:26])=[O:25]. (2) The reactants are [C:1]([C:4]1[CH:5]=[C:6]([Cl:21])[C:7]([CH3:20])=[C:8]([C:18]#N)[C:9]=1[C:10]1[CH:15]=[C:14]([F:16])[CH:13]=[C:12]([F:17])[CH:11]=1)(=[O:3])[CH3:2].[H-].C([Al+]CC(C)C)C(C)C.CCCCCC.Cl.[OH2:39]. The catalyst is C(Cl)Cl. The product is [Cl:21][C:6]1[C:7]([CH3:20])=[C:8]([CH:18]=[O:39])[C:9]([C:10]2[CH:15]=[C:14]([F:16])[CH:13]=[C:12]([F:17])[CH:11]=2)=[C:4]([CH:1]([OH:3])[CH3:2])[CH:5]=1. The yield is 0.970.